This data is from Reaction yield outcomes from USPTO patents with 853,638 reactions. The task is: Predict the reaction yield, written as a fraction of the theoretical maximum amount of product (1.0 means a 100% yield; for example, 0.34 means a 34% yield). (1) The reactants are C[O:2][C:3]([C:5]1[CH:10]=[CH:9][C:8]([CH:11]2[CH2:15][CH2:14][CH2:13][CH2:12]2)=[C:7](Br)[N:6]=1)=[O:4].C(=O)([O-])[O-].[K+].[K+].[Cl:23][C:24]1[CH:25]=[C:26](B(O)O)[CH:27]=[CH:28][CH:29]=1.Cl. The catalyst is O.CN(C=O)C.C1(P([C-]2C=CC=C2)C2C=CC=CC=2)C=CC=CC=1.[C-]1(P(C2C=CC=CC=2)C2C=CC=CC=2)C=CC=C1.[Fe+2].C(Cl)Cl.[Pd](Cl)Cl. The product is [Cl:23][C:24]1[CH:29]=[C:28]([C:7]2[N:6]=[C:5]([C:3]([OH:2])=[O:4])[CH:10]=[CH:9][C:8]=2[CH:11]2[CH2:15][CH2:14][CH2:13][CH2:12]2)[CH:27]=[CH:26][CH:25]=1. The yield is 0.200. (2) The reactants are CS(O[CH2:6][CH2:7][O:8][C@H:9]1[CH2:14][CH2:13][C@H:12]([N:15]2[C:20](=[O:21])[C:19]([CH2:22][C:23]3[CH:28]=[CH:27][C:26]([C:29]4[CH:34]=[CH:33][CH:32]=[CH:31][C:30]=4[C:35]#[N:36])=[CH:25][CH:24]=3)=[C:18]([CH2:37][CH2:38][CH3:39])[N:17]3[N:40]=[CH:41][N:42]=[C:16]23)[CH2:11][CH2:10]1)(=O)=O.[NH:43]1[CH:47]=[CH:46][N:45]=[CH:44]1.CN(C)C=O.[H-].[Na+]. The catalyst is C(OCC)(=O)C. The product is [N:43]1([CH2:6][CH2:7][O:8][C@H:9]2[CH2:14][CH2:13][C@H:12]([N:15]3[C:20](=[O:21])[C:19]([CH2:22][C:23]4[CH:24]=[CH:25][C:26]([C:29]5[C:30]([C:35]#[N:36])=[CH:31][CH:32]=[CH:33][CH:34]=5)=[CH:27][CH:28]=4)=[C:18]([CH2:37][CH2:38][CH3:39])[N:17]4[N:40]=[CH:41][N:42]=[C:16]34)[CH2:11][CH2:10]2)[CH:47]=[CH:46][N:45]=[CH:44]1. The yield is 0.830. (3) The reactants are [NH2:1][C:2]1[CH:10]=[CH:9][C:5]([C:6]([OH:8])=O)=[CH:4][N:3]=1.[CH:11]([NH2:14])([CH3:13])[CH3:12].C(P(O)(=O)O)CC.C(N(CC)CC)C.C(=O)(O)[O-].[Na+]. The catalyst is C(Cl)(Cl)Cl. The product is [NH2:1][C:2]1[CH:10]=[CH:9][C:5]([C:6]([NH:14][CH:11]([CH3:13])[CH3:12])=[O:8])=[CH:4][N:3]=1. The yield is 0.0800. (4) The reactants are [N:1]1[CH:6]=[CH:5][CH:4]=[CH:3][C:2]=1[C@H:7]([NH:9][C:10]([C:12]1[C:20]2[C:15](=[N:16][CH:17]=[C:18]([C:21]3[C:29]4[C:24](=[CH:25][C:26]([F:30])=[CH:27][CH:28]=4)[N:23]([CH3:31])[N:22]=3)[N:19]=2)[N:14](COCC[Si](C)(C)C)[CH:13]=1)=[O:11])[CH3:8].C(O)(C(F)(F)F)=O.C(N)CN.[ClH:51].CO. The catalyst is C(Cl)Cl. The product is [ClH:51].[N:1]1[CH:6]=[CH:5][CH:4]=[CH:3][C:2]=1[C@H:7]([NH:9][C:10]([C:12]1[C:20]2[C:15](=[N:16][CH:17]=[C:18]([C:21]3[C:29]4[C:24](=[CH:25][C:26]([F:30])=[CH:27][CH:28]=4)[N:23]([CH3:31])[N:22]=3)[N:19]=2)[NH:14][CH:13]=1)=[O:11])[CH3:8]. The yield is 0.690. (5) The reactants are [CH3:1][O:2][C:3]([CH2:5]P(OC)(OC)=O)=[O:4].C1CCN2C(=NCCC2)CC1.[Li+].[Cl-].[O:25]([C:32]1[CH:33]=[C:34]([C:38]23[CH2:45][CH2:44][C:41]([CH2:46][CH2:47][CH2:48][CH:49]=O)([CH2:42][CH2:43]2)[CH2:40][O:39]3)[CH:35]=[CH:36][CH:37]=1)[C:26]1[CH:31]=[CH:30][CH:29]=[CH:28][CH:27]=1. The catalyst is CC#N. The product is [O:25]([C:32]1[CH:33]=[C:34]([C:38]23[CH2:45][CH2:44][C:41]([CH2:46][CH2:47][CH2:48]/[CH:49]=[CH:5]/[C:3]([O:2][CH3:1])=[O:4])([CH2:42][CH2:43]2)[CH2:40][O:39]3)[CH:35]=[CH:36][CH:37]=1)[C:26]1[CH:27]=[CH:28][CH:29]=[CH:30][CH:31]=1. The yield is 0.890. (6) The reactants are C1CN([P+](ON2N=NC3C=CC=CC2=3)(N2CCCC2)N2CCCC2)CC1.F[P-](F)(F)(F)(F)F.[Br:34][C:35]1[S:36][C:37]([NH:43]C(OC(C)(C)C)=O)=[C:38]([C:40]([OH:42])=O)[N:39]=1.[NH2:51][C:52]1[CH:53]=[N:54][N:55]([CH3:73])[C:56]=1[N:57]1[CH2:63][CH2:62][CH:61]([F:64])[CH:60]([NH:65][C:66](=[O:72])[O:67][C:68]([CH3:71])([CH3:70])[CH3:69])[CH2:59][CH2:58]1.CCN(C(C)C)C(C)C. The catalyst is C(Cl)Cl. The product is [NH2:43][C:37]1[S:36][C:35]([Br:34])=[N:39][C:38]=1[C:40]([NH:51][C:52]1[CH:53]=[N:54][N:55]([CH3:73])[C:56]=1[N:57]1[CH2:63][CH2:62][CH:61]([F:64])[CH:60]([NH:65][C:66](=[O:72])[O:67][C:68]([CH3:69])([CH3:70])[CH3:71])[CH2:59][CH2:58]1)=[O:42]. The yield is 0.940. (7) The reactants are S(=O)(=O)(O)O.[Br:6][C:7]1[CH:21]=[C:20]([O:22][CH3:23])[CH:19]=[CH:18][C:8]=1[O:9]/[C:10](=[CH:14]\[C:15]([OH:17])=O)/[C:11]([OH:13])=[O:12].[CH2:24](O)[CH3:25]. The product is [Br:6][C:7]1[CH:21]=[C:20]([O:22][CH3:23])[CH:19]=[C:18]2[C:8]=1[O:9][C:10]([C:11]([O:13][CH2:24][CH3:25])=[O:12])=[CH:14][C:15]2=[O:17]. The yield is 0.500. No catalyst specified.